Predict the product of the given reaction. From a dataset of Forward reaction prediction with 1.9M reactions from USPTO patents (1976-2016). (1) Given the reactants CS(C)=O.C(Cl)(=O)C(Cl)=O.[F:11][C:12]([F:25])([F:24])[C:13]1[CH:23]=[CH:22][C:16]([O:17][CH2:18][CH2:19][CH2:20][OH:21])=[CH:15][CH:14]=1.C(N(CC)CC)C, predict the reaction product. The product is: [F:11][C:12]([F:24])([F:25])[C:13]1[CH:23]=[CH:22][C:16]([O:17][CH2:18][CH2:19][CH:20]=[O:21])=[CH:15][CH:14]=1. (2) Given the reactants Cl[CH2:2][C:3]([C:5]1[CH:10]=[CH:9][C:8]([C:11]2([C:14]([O:16]C)=[O:15])[CH2:13][CH2:12]2)=[CH:7][CH:6]=1)=O.[NH2:18][C:19]([NH2:21])=[O:20].C(O)C.[OH-].[Li+].Cl, predict the reaction product. The product is: [NH2:21][C:19]1[O:20][CH:2]=[C:3]([C:5]2[CH:6]=[CH:7][C:8]([C:11]3([C:14]([OH:16])=[O:15])[CH2:12][CH2:13]3)=[CH:9][CH:10]=2)[N:18]=1. (3) Given the reactants [CH3:1][C:2]1[S:3][C:4]2[CH:10]=[CH:9][C:8]([OH:11])=[CH:7][C:5]=2[N:6]=1.[CH2:12]([C@H:14]1[O:16][CH2:15]1)Cl.C(=O)([O-])[O-].[K+].[K+], predict the reaction product. The product is: [O:16]1[CH2:15][C@@H:14]1[CH2:12][O:11][C:8]1[CH:9]=[CH:10][C:4]2[S:3][C:2]([CH3:1])=[N:6][C:5]=2[CH:7]=1. (4) Given the reactants O=[C:2]([CH3:13])[CH2:3][NH:4][C:5](=[O:12])[C:6]1[CH:11]=[CH:10][N:9]=[CH:8][CH:7]=1, predict the reaction product. The product is: [CH3:13][C:2]1[O:12][C:5]([C:6]2[CH:11]=[CH:10][N:9]=[CH:8][CH:7]=2)=[N:4][CH:3]=1.